The task is: Regression/Classification. Given a drug SMILES string, predict its toxicity properties. Task type varies by dataset: regression for continuous values (e.g., LD50, hERG inhibition percentage) or binary classification for toxic/non-toxic outcomes (e.g., AMES mutagenicity, cardiotoxicity, hepatotoxicity). Dataset: carcinogens_lagunin.. This data is from Carcinogenicity classification data from Lagunin et al.. (1) The molecule is CNC(C)(C)Cc1ccccc1. The result is 0 (non-carcinogenic). (2) The compound is c1cncc([C@H]2CCCCN2)c1. The result is 0 (non-carcinogenic).